Predict the product of the given reaction. From a dataset of Forward reaction prediction with 1.9M reactions from USPTO patents (1976-2016). Given the reactants [C:1]([C:5]1[CH:6]=[C:7]2[C:12](=[C:13]([F:15])[CH:14]=1)[C:11](=[O:16])[NH:10][CH:9]=[CH:8]2)([CH3:4])([CH3:3])[CH3:2].C[Si]([N-][Si](C)(C)C)(C)C.[Li+].F[C:28]1[N:35]=[CH:34][CH:33]=[C:32]([I:36])[C:29]=1[CH:30]=[O:31].[NH4+].[Cl-], predict the reaction product. The product is: [C:1]([C:5]1[CH:6]=[C:7]2[C:12](=[C:13]([F:15])[CH:14]=1)[C:11](=[O:16])[N:10]([C:28]1[C:29]([CH:30]=[O:31])=[C:32]([I:36])[CH:33]=[CH:34][N:35]=1)[CH:9]=[CH:8]2)([CH3:4])([CH3:2])[CH3:3].